This data is from NCI-60 drug combinations with 297,098 pairs across 59 cell lines. The task is: Regression. Given two drug SMILES strings and cell line genomic features, predict the synergy score measuring deviation from expected non-interaction effect. (1) Drug 1: CC1C(C(CC(O1)OC2CC(CC3=C2C(=C4C(=C3O)C(=O)C5=C(C4=O)C(=CC=C5)OC)O)(C(=O)C)O)N)O.Cl. Drug 2: CCN(CC)CCNC(=O)C1=C(NC(=C1C)C=C2C3=C(C=CC(=C3)F)NC2=O)C. Cell line: UACC-257. Synergy scores: CSS=-1.06, Synergy_ZIP=-0.155, Synergy_Bliss=-0.408, Synergy_Loewe=-7.12, Synergy_HSA=-2.99. (2) Drug 1: CC12CCC3C(C1CCC2=O)CC(=C)C4=CC(=O)C=CC34C. Drug 2: B(C(CC(C)C)NC(=O)C(CC1=CC=CC=C1)NC(=O)C2=NC=CN=C2)(O)O. Cell line: A549. Synergy scores: CSS=14.4, Synergy_ZIP=-0.629, Synergy_Bliss=-2.96, Synergy_Loewe=-0.101, Synergy_HSA=-0.866. (3) Drug 1: CC1OCC2C(O1)C(C(C(O2)OC3C4COC(=O)C4C(C5=CC6=C(C=C35)OCO6)C7=CC(=C(C(=C7)OC)O)OC)O)O. Drug 2: CCN(CC)CCCC(C)NC1=C2C=C(C=CC2=NC3=C1C=CC(=C3)Cl)OC. Cell line: MALME-3M. Synergy scores: CSS=54.9, Synergy_ZIP=19.3, Synergy_Bliss=19.6, Synergy_Loewe=15.7, Synergy_HSA=20.5. (4) Drug 1: C1=CN(C=N1)CC(O)(P(=O)(O)O)P(=O)(O)O. Drug 2: C1C(C(OC1N2C=NC(=NC2=O)N)CO)O. Cell line: RPMI-8226. Synergy scores: CSS=27.7, Synergy_ZIP=3.08, Synergy_Bliss=4.15, Synergy_Loewe=-24.7, Synergy_HSA=0.895.